This data is from Forward reaction prediction with 1.9M reactions from USPTO patents (1976-2016). The task is: Predict the product of the given reaction. (1) Given the reactants [NH2:1][C:2]1[CH:9]=[CH:8][C:5]([C:6]#[N:7])=[CH:4][CH:3]=1.[CH2:10]([O:12][C:13](=[O:17])[C@H:14]([CH3:16])[NH2:15])[CH3:11].O.CN([CH:22]=[O:23])C, predict the reaction product. The product is: [CH2:10]([O:12][C:13](=[O:17])[C@@H:14]([NH:15][C:22]([NH:1][C:2]1[CH:9]=[CH:8][C:5]([C:6]#[N:7])=[CH:4][CH:3]=1)=[O:23])[CH3:16])[CH3:11]. (2) Given the reactants [CH2:1]([O:8][C:9]1[CH:18]=[C:17]2[C:12]([CH:13]=[C:14]([C:24]#[N:25])[C:15]([N:19]=[CH:20][N:21](C)C)=[CH:16]2)=[CH:11][C:10]=1[O:26][CH3:27])[C:2]1[CH:7]=[CH:6][CH:5]=[CH:4][CH:3]=1.[Cl:28][C:29]1[CH:35]=[C:34]([Cl:36])[C:33]([O:37][CH3:38])=[CH:32][C:30]=1N, predict the reaction product. The product is: [CH2:1]([O:8][C:9]1[C:10]([O:26][CH3:27])=[CH:11][C:12]2[CH:13]=[C:14]3[C:15](=[CH:16][C:17]=2[CH:18]=1)[N:19]=[CH:20][N:21]=[C:24]3[NH:25][C:30]1[CH:32]=[C:33]([O:37][CH3:38])[C:34]([Cl:36])=[CH:35][C:29]=1[Cl:28])[C:2]1[CH:7]=[CH:6][CH:5]=[CH:4][CH:3]=1. (3) Given the reactants [Br:1][C:2]1[CH:7]=[CH:6][C:5]([C:8]2[N:9]=[C:10]([NH2:13])[S:11][CH:12]=2)=[CH:4][CH:3]=1.C(N(C(C)C)CC)(C)C.[C:23]([O:26][CH2:27][C:28](Cl)=[O:29])(=[O:25])[CH3:24], predict the reaction product. The product is: [C:23]([O:26][CH2:27][C:28]([NH:13][C:10]1[S:11][CH:12]=[C:8]([C:5]2[CH:4]=[CH:3][C:2]([Br:1])=[CH:7][CH:6]=2)[N:9]=1)=[O:29])(=[O:25])[CH3:24]. (4) Given the reactants [CH3:1][O:2][C:3]1[CH:4]=[C:5]2[C:10](=[CH:11][C:12]=1[O:13][CH3:14])[N:9]=[CH:8][CH:7]=[C:6]2[O:15][C:16]1[CH:21]=[CH:20][C:19]([N+:22]([O-])=O)=[CH:18][N:17]=1.[Cl-].[NH4+], predict the reaction product. The product is: [CH3:1][O:2][C:3]1[CH:4]=[C:5]2[C:10](=[CH:11][C:12]=1[O:13][CH3:14])[N:9]=[CH:8][CH:7]=[C:6]2[O:15][C:16]1[N:17]=[CH:18][C:19]([NH2:22])=[CH:20][CH:21]=1. (5) The product is: [CH2:29]([C:31]1[CH:32]=[CH:33][C:34]([CH2:37][NH:2][CH:3]2[CH2:4][CH2:5][N:6]([CH2:9][CH2:10][N:11]3[C:20]4[C:15](=[N:16][CH:17]=[C:18]([O:21][CH3:22])[CH:19]=4)[CH:14]=[CH:13][C:12]3=[O:23])[CH2:7][CH2:8]2)=[N:35][CH:36]=1)[CH3:30]. Given the reactants Cl.[NH2:2][CH:3]1[CH2:8][CH2:7][N:6]([CH2:9][CH2:10][N:11]2[C:20]3[C:15](=[N:16][CH:17]=[C:18]([O:21][CH3:22])[CH:19]=3)[CH:14]=[CH:13][C:12]2=[O:23])[CH2:5][CH2:4]1.C[O-].[Na+].CO.[CH2:29]([C:31]1[CH:32]=[CH:33][C:34]([CH:37]=O)=[N:35][CH:36]=1)[CH3:30].C([BH3-])#N.[Na+].C(=O)([O-])O.[Na+], predict the reaction product. (6) Given the reactants [C:1]1([C:7]([C:29]2[CH:34]=[CH:33][CH:32]=[CH:31][CH:30]=2)([C:23]2[CH:28]=[CH:27][CH:26]=[CH:25][CH:24]=2)[CH2:8][C:9]([NH:11][CH2:12][C:13]([NH:15][CH2:16][CH2:17][C:18]([O:20]CC)=[O:19])=[O:14])=[O:10])[CH:6]=[CH:5][CH:4]=[CH:3][CH:2]=1.O1CCCC1.[OH-].[Na+], predict the reaction product. The product is: [C:29]1([C:7]([C:1]2[CH:6]=[CH:5][CH:4]=[CH:3][CH:2]=2)([C:23]2[CH:24]=[CH:25][CH:26]=[CH:27][CH:28]=2)[CH2:8][C:9]([NH:11][CH2:12][C:13]([NH:15][CH2:16][CH2:17][C:18]([OH:20])=[O:19])=[O:14])=[O:10])[CH:30]=[CH:31][CH:32]=[CH:33][CH:34]=1. (7) Given the reactants [OH-].[CH2:2]([N+:4]([CH2:9][CH3:10])([CH2:7][CH3:8])[CH2:5][CH3:6])[CH3:3].[C:11]([OH:14])(=[O:13])[CH3:12], predict the reaction product. The product is: [C:11]([O-:14])(=[O:13])[CH3:12].[CH2:2]([N+:4]([CH2:9][CH3:10])([CH2:7][CH3:8])[CH2:5][CH3:6])[CH3:3].